Dataset: Full USPTO retrosynthesis dataset with 1.9M reactions from patents (1976-2016). Task: Predict the reactants needed to synthesize the given product. (1) Given the product [CH2:20]([N:1]1[CH2:6][CH2:5][CH:4]([NH:7][C:8]2[CH:13]=[C:12]([C:14]([NH2:16])=[O:15])[CH:11]=[CH:10][C:9]=2[C:17]([NH2:19])=[O:18])[CH2:3][CH2:2]1)[CH3:21], predict the reactants needed to synthesize it. The reactants are: [NH:1]1[CH2:6][CH2:5][CH:4]([NH:7][C:8]2[CH:13]=[C:12]([C:14]([NH2:16])=[O:15])[CH:11]=[CH:10][C:9]=2[C:17]([NH2:19])=[O:18])[CH2:3][CH2:2]1.[CH:20](=O)[CH3:21].C([BH3-])#N.[Na+].C(O)(=O)C. (2) Given the product [OH:1][C@@H:2]1[CH2:9][N:8]([CH2:10][CH2:11][CH:12]([N:16]2[CH2:21][CH2:20][N:19]([C:22]3[CH:27]=[CH:26][CH:25]=[C:24]([O:28][C:29]([F:32])([F:31])[F:30])[CH:23]=3)[CH:18]([CH3:33])[C:17]2=[O:34])[C:13]([N:37]([CH3:38])[CH3:36])=[O:15])[CH2:7][CH2:6][C:3]21[CH2:5][CH2:4]2, predict the reactants needed to synthesize it. The reactants are: [OH:1][C@@H:2]1[CH2:9][N:8]([CH2:10][CH2:11][CH:12]([N:16]2[CH2:21][CH2:20][N:19]([C:22]3[CH:27]=[CH:26][CH:25]=[C:24]([O:28][C:29]([F:32])([F:31])[F:30])[CH:23]=3)[CH:18]([CH3:33])[C:17]2=[O:34])[C:13]([OH:15])=O)[CH2:7][CH2:6][C:3]21[CH2:5][CH2:4]2.Cl.[CH3:36][NH:37][CH3:38].C(N(CC)CC)C.F[P-](F)(F)(F)(F)F.N1(OC(N(C)C)=[N+](C)C)C2N=CC=CC=2N=N1. (3) Given the product [NH2:1][C:2]1[C:3]2[C:10](/[C:11](=[N:45]/[OH:46])/[NH2:12])=[CH:9][N:8]([C@@H:13]3[O:23][C@H:22]4[C@@H:15]([O:16][Si:17]([CH:30]([CH3:32])[CH3:31])([CH:33]([CH3:35])[CH3:34])[O:18][Si:19]([CH:27]([CH3:28])[CH3:29])([CH:24]([CH3:25])[CH3:26])[O:20][CH2:21]4)[C@H:14]3[OH:36])[C:4]=2[N:5]=[CH:6][N:7]=1, predict the reactants needed to synthesize it. The reactants are: [NH2:1][C:2]1[C:3]2[C:10]([C:11]#[N:12])=[CH:9][N:8]([C@@H:13]3[O:23][C@H:22]4[C@@H:15]([O:16][Si:17]([CH:33]([CH3:35])[CH3:34])([CH:30]([CH3:32])[CH3:31])[O:18][Si:19]([CH:27]([CH3:29])[CH3:28])([CH:24]([CH3:26])[CH3:25])[O:20][CH2:21]4)[C@H:14]3[OH:36])[C:4]=2[N:5]=[CH:6][N:7]=1.C(N(CC)CC)C.Cl.[NH2:45][OH:46]. (4) Given the product [Cl:11][C:12]1[CH:17]=[CH:16][C:15]([C:2]2[CH:7]=[CH:6][CH:5]=[CH:4][C:3]=2[CH2:8][C:9]#[N:10])=[CH:14][CH:13]=1, predict the reactants needed to synthesize it. The reactants are: Br[C:2]1[CH:7]=[CH:6][CH:5]=[CH:4][C:3]=1[CH2:8][C:9]#[N:10].[Cl:11][C:12]1[CH:17]=[CH:16][C:15](B(O)O)=[CH:14][CH:13]=1.C([O-])([O-])=O.[Na+].[Na+]. (5) Given the product [CH3:38][C:32]1([CH3:39])[O:31][C:30]2[CH:29]=[C:28](/[CH:5]=[CH:4]/[C:3]([N:2]([CH3:1])[CH2:7][C:8]3[O:9][C:10]4[CH:17]=[CH:16][CH:15]=[CH:14][C:11]=4[C:12]=3[CH3:13])=[O:6])[CH:37]=[N:36][C:35]=2[NH:34][CH2:33]1, predict the reactants needed to synthesize it. The reactants are: [CH3:1][N:2]([CH2:7][C:8]1[O:9][C:10]2[CH:17]=[CH:16][CH:15]=[CH:14][C:11]=2[C:12]=1[CH3:13])[C:3](=[O:6])[CH:4]=[CH2:5].C(N(C(C)C)CC)(C)C.Br[C:28]1[CH:37]=[N:36][C:35]2[NH:34][CH2:33][C:32]([CH3:39])([CH3:38])[O:31][C:30]=2[CH:29]=1.CC1C=CC=CC=1P(C1C=CC=CC=1C)C1C=CC=CC=1C. (6) Given the product [CH2:1]([O:3][P:4]([C:9]([F:42])([F:41])[C:10]1[CH:15]=[CH:14][CH:13]=[C:12]([N:16]([CH3:40])[C:17]([C:19]2[CH:24]=[CH:23][C:22]([C:25]3[CH:26]=[CH:27][C:28]([O:31][CH2:32][CH2:33][CH2:34][CH2:35][CH2:36][CH2:37][CH2:38][CH3:39])=[CH:29][CH:30]=3)=[CH:21][CH:20]=2)=[O:18])[CH:11]=1)(=[O:5])[OH:8])[CH3:2], predict the reactants needed to synthesize it. The reactants are: [CH2:1]([O:3][P:4]([C:9]([F:42])([F:41])[C:10]1[CH:15]=[CH:14][CH:13]=[C:12]([N:16]([CH3:40])[C:17]([C:19]2[CH:24]=[CH:23][C:22]([C:25]3[CH:30]=[CH:29][C:28]([O:31][CH2:32][CH2:33][CH2:34][CH2:35][CH2:36][CH2:37][CH2:38][CH3:39])=[CH:27][CH:26]=3)=[CH:21][CH:20]=2)=[O:18])[CH:11]=1)(=[O:8])[O:5]CC)[CH3:2].C1N2CCN(CC2)C1.